Dataset: Reaction yield outcomes from USPTO patents with 853,638 reactions. Task: Predict the reaction yield, written as a fraction of the theoretical maximum amount of product (1.0 means a 100% yield; for example, 0.34 means a 34% yield). (1) The reactants are [NH2:1][C:2]1[CH:7]=[CH:6][C:5]([NH:8][S:9]([CH3:12])(=[O:11])=[O:10])=[CH:4][C:3]=1[S:13]([NH2:16])(=[O:15])=[O:14].C(OCC)C.[CH3:22][O:23][C:24](=[O:29])[CH2:25][C:26](Cl)=[O:27]. The catalyst is CN(C)C(=O)C.C(OCC)(=O)C. The product is [CH3:22][O:23][C:24](=[O:29])[CH2:25][C:26]([NH:1][C:2]1[CH:7]=[CH:6][C:5]([NH:8][S:9]([CH3:12])(=[O:10])=[O:11])=[CH:4][C:3]=1[S:13](=[O:14])(=[O:15])[NH2:16])=[O:27]. The yield is 0.750. (2) The reactants are C([O:9][C@H:10]1[CH2:15][CH2:14][C@H:13]([O:16][Si:17]([C:20]([CH3:23])([CH3:22])[CH3:21])([CH3:19])[CH3:18])[CH2:12][C@@H:11]1[C:24]1[N:28]([CH3:29])[N:27]=[CH:26][CH:25]=1)(=O)C1C=CC=CC=1.C(=O)([O-])[O-].[K+].[K+].O. The catalyst is CO. The product is [Si:17]([O:16][C@H:13]1[CH2:14][CH2:15][C@H:10]([OH:9])[C@@H:11]([C:24]2[N:28]([CH3:29])[N:27]=[CH:26][CH:25]=2)[CH2:12]1)([C:20]([CH3:23])([CH3:21])[CH3:22])([CH3:18])[CH3:19]. The yield is 0.680. (3) The reactants are [CH3:1][O:2][C:3]1[CH:4]=[C:5]2[C:10](=[CH:11][C:12]=1[O:13][CH3:14])[N:9]=[CH:8][N:7]=[C:6]2[O:15][C:16]1[CH:22]=[CH:21][C:19]([NH2:20])=[CH:18][CH:17]=1.Cl[C:24](Cl)([O:26][C:27](=[O:33])OC(Cl)(Cl)Cl)Cl.[CH2:35]([N:37]([CH2:42][CH3:43])[CH2:38][CH2:39]CO)[CH3:36].C(=O)(O)[O-].[Na+]. The catalyst is C(Cl)Cl.C(N(CC)CC)C.C1(C)C=CC=CC=1. The product is [CH3:1][O:2][C:3]1[CH:4]=[C:5]2[C:10](=[CH:11][C:12]=1[O:13][CH3:14])[N:9]=[CH:8][N:7]=[C:6]2[O:15][C:16]1[CH:22]=[CH:21][C:19]([NH:20][C:27](=[O:33])[O:26][CH2:24][CH2:36][CH2:35][N:37]([CH2:42][CH3:43])[CH2:38][CH3:39])=[CH:18][CH:17]=1. The yield is 0.270. (4) The reactants are [CH:1]1([C:4]2[CH:10]=[CH:9][CH:8]=[C:7]([CH3:11])[C:5]=2[O-:6])[CH2:3][CH2:2]1.[Na+].C1(=O)CCCCC1.[OH:20][C:21]1[CH:26]=[C:25]([Cl:27])[N:24]=[N:23][C:22]=1Cl.C1(C2C=CC=C(C)C=2O)CC1. The catalyst is C1(C)C=CC=CC=1.O. The product is [Cl:27][C:25]1[N:24]=[N:23][C:22]([O:6][C:5]2[C:7]([CH3:11])=[CH:8][CH:9]=[CH:10][C:4]=2[CH:1]2[CH2:3][CH2:2]2)=[C:21]([OH:20])[CH:26]=1. The yield is 0.602. (5) The reactants are [OH:1][C:2]1[CH:6]=[C:5]([C:7]([F:10])([F:9])[F:8])[S:4][C:3]=1[C:11]([O:13][CH3:14])=[O:12].N1C=CN=C1.[Si:20](Cl)([C:23]([CH3:26])([CH3:25])[CH3:24])([CH3:22])[CH3:21]. The catalyst is CN(C)C=O. The product is [Si:20]([O:1][C:2]1[CH:6]=[C:5]([C:7]([F:10])([F:8])[F:9])[S:4][C:3]=1[C:11]([O:13][CH3:14])=[O:12])([C:23]([CH3:26])([CH3:25])[CH3:24])([CH3:22])[CH3:21]. The yield is 0.900.